Dataset: Forward reaction prediction with 1.9M reactions from USPTO patents (1976-2016). Task: Predict the product of the given reaction. Given the reactants [CH2:1]([O:8][C:9]1[CH:10]=[C:11]2[C:16](=[CH:17][CH:18]=1)[C:15](=[O:19])[N:14]([CH2:20][CH:21]([CH3:23])[CH3:22])[C:13]([CH2:24]Cl)=[C:12]2[C:26]1[CH:31]=[CH:30][C:29]([CH3:32])=[CH:28][CH:27]=1)[C:2]1[CH:7]=[CH:6][CH:5]=[CH:4][CH:3]=1.[C:33]1(=[O:43])[NH:37][C:36](=[O:38])[C:35]2=[CH:39][CH:40]=[CH:41][CH:42]=[C:34]12.[K].O, predict the reaction product. The product is: [CH2:1]([O:8][C:9]1[CH:10]=[C:11]2[C:16](=[CH:17][CH:18]=1)[C:15](=[O:19])[N:14]([CH2:20][CH:21]([CH3:23])[CH3:22])[C:13]([CH2:24][N:37]1[C:33](=[O:43])[C:34]3[C:35](=[CH:39][CH:40]=[CH:41][CH:42]=3)[C:36]1=[O:38])=[C:12]2[C:26]1[CH:31]=[CH:30][C:29]([CH3:32])=[CH:28][CH:27]=1)[C:2]1[CH:7]=[CH:6][CH:5]=[CH:4][CH:3]=1.